Dataset: Peptide-MHC class II binding affinity with 134,281 pairs from IEDB. Task: Regression. Given a peptide amino acid sequence and an MHC pseudo amino acid sequence, predict their binding affinity value. This is MHC class II binding data. (1) The peptide sequence is HGSEPCIIHRGKPFQLEAV. The MHC is HLA-DQA10501-DQB10201 with pseudo-sequence HLA-DQA10501-DQB10201. The binding affinity (normalized) is 0.329. (2) The peptide sequence is KRVSNVIIHGLHLYG. The MHC is DRB1_0901 with pseudo-sequence DRB1_0901. The binding affinity (normalized) is 0.412. (3) The peptide sequence is IGCAMLHWSLILPGI. The MHC is DRB3_0301 with pseudo-sequence DRB3_0301. The binding affinity (normalized) is 0.664. (4) The peptide sequence is LVKPGAGIMIFDPYG. The MHC is DRB5_0101 with pseudo-sequence DRB5_0101. The binding affinity (normalized) is 0.185. (5) The peptide sequence is VWREMHHLVEFEPPH. The MHC is DRB1_0404 with pseudo-sequence DRB1_0404. The binding affinity (normalized) is 0.426.